Dataset: Forward reaction prediction with 1.9M reactions from USPTO patents (1976-2016). Task: Predict the product of the given reaction. (1) Given the reactants [H-].[Na+].[C:3]([O:11][CH2:12][CH3:13])(=[O:10])[CH2:4][C:5]([O:7][CH2:8][CH3:9])=[O:6].Br[CH2:15][CH2:16][CH2:17][CH2:18][Cl:19].Cl, predict the reaction product. The product is: [Cl:19][CH2:18][CH2:17][CH2:16][CH2:15][CH:4]([C:5]([O:7][CH2:8][CH3:9])=[O:6])[C:3]([O:11][CH2:12][CH3:13])=[O:10]. (2) Given the reactants [CH2:1]([O:3][C:4](=[O:11])[CH:5]=[C:6]([NH2:10])[CH:7]([CH3:9])[CH3:8])[CH3:2].[C:12]([O:16][CH3:17])(=[O:15])[C:13]#[CH:14], predict the reaction product. The product is: [CH3:17][O:16][C:12](=[O:15])[CH:13]=[CH:14][C:5](=[C:6]([NH2:10])[CH:7]([CH3:8])[CH3:9])[C:4]([O:3][CH2:1][CH3:2])=[O:11].